This data is from Reaction yield outcomes from USPTO patents with 853,638 reactions. The task is: Predict the reaction yield, written as a fraction of the theoretical maximum amount of product (1.0 means a 100% yield; for example, 0.34 means a 34% yield). (1) The reactants are [CH3:1][N:2]([CH2:4][C:5]1[CH:10]=[CH:9][CH:8]=[CH:7][C:6]=1[NH:11][C:12]([C:14]1[C:26]2[C:25](=[O:27])[C:24]3[C:19](=[CH:20][CH:21]=[CH:22][CH:23]=3)[C:18]=2[CH:17]=[CH:16][CH:15]=1)=[O:13])[CH3:3].CCOCC.[ClH:33]. The catalyst is O1CCOCC1. The product is [ClH:33].[CH3:3][N:2]([CH2:4][C:5]1[CH:10]=[CH:9][CH:8]=[CH:7][C:6]=1[NH:11][C:12]([C:14]1[C:26]2[C:25](=[O:27])[C:24]3[C:19](=[CH:20][CH:21]=[CH:22][CH:23]=3)[C:18]=2[CH:17]=[CH:16][CH:15]=1)=[O:13])[CH3:1]. The yield is 0.820. (2) The reactants are [CH2:1]([C:9]1[CH:14]=[CH:13][C:12]([NH2:15])=[CH:11][CH:10]=1)[C:2]1[CH:7]=[CH:6][C:5]([NH2:8])=[CH:4][CH:3]=1.[CH3:16][C:17]([CH3:19])=O.[C:20]1(C)[CH:25]=CC=C[CH:21]=1. The catalyst is [Pt]. The product is [CH:17]([NH:15][C:12]1[CH:13]=[CH:14][C:9]([CH2:1][C:2]2[CH:3]=[CH:4][C:5]([NH:8][CH:20]([CH3:25])[CH3:21])=[CH:6][CH:7]=2)=[CH:10][CH:11]=1)([CH3:19])[CH3:16]. The yield is 0.980.